From a dataset of Reaction yield outcomes from USPTO patents with 853,638 reactions. Predict the reaction yield, written as a fraction of the theoretical maximum amount of product (1.0 means a 100% yield; for example, 0.34 means a 34% yield). (1) The reactants are C(OC([N:8]1[CH2:13][CH2:12][CH:11]([S:14]([C:17]2[CH:22]=[CH:21][CH:20]=[CH:19][C:18]=2/[CH:23]=[CH:24]/[C:25]([O:27][CH3:28])=[O:26])(=[O:16])=[O:15])[CH2:10][CH2:9]1)=O)(C)(C)C.[ClH:29].O1CCOCC1. No catalyst specified. The product is [Cl-:29].[CH3:28][O:27][C:25](=[O:26])/[CH:24]=[CH:23]/[C:18]1[CH:19]=[CH:20][CH:21]=[CH:22][C:17]=1[S:14]([CH:11]1[CH2:12][CH2:13][NH2+:8][CH2:9][CH2:10]1)(=[O:15])=[O:16]. The yield is 1.00. (2) The yield is 0.890. The catalyst is C1COCC1. The reactants are [H-].[H-].[H-].[H-].[Li+].[Al+3].[F:7][C:8]([F:21])([F:20])[C:9]1[CH:10]=[C:11]([CH:15]=[CH:16][C:17](=[O:19])[CH3:18])[CH:12]=[CH:13][CH:14]=1. The product is [F:7][C:8]([F:20])([F:21])[C:9]1[CH:10]=[C:11]([CH2:15][CH2:16][CH:17]([OH:19])[CH3:18])[CH:12]=[CH:13][CH:14]=1. (3) The reactants are [CH:1]1([CH2:4][CH2:5][N:6]2[C:14]3[C:9](=[CH:10][CH:11]=[CH:12][CH:13]=3)[C:8](O)([C:15]3[C:23]([OH:24])=[CH:22][C:18]4[O:19][CH2:20][O:21][C:17]=4[CH:16]=3)[C:7]2=[O:26])[CH2:3][CH2:2]1.FC(F)(F)C(O)=O.C([SiH](CC)CC)C. The catalyst is ClCCl. The product is [CH:1]1([CH2:4][CH2:5][N:6]2[C:14]3[C:9](=[CH:10][CH:11]=[CH:12][CH:13]=3)[CH:8]([C:15]3[C:23]([OH:24])=[CH:22][C:18]4[O:19][CH2:20][O:21][C:17]=4[CH:16]=3)[C:7]2=[O:26])[CH2:3][CH2:2]1. The yield is 0.800. (4) The reactants are [C:1](/[C:3](=[N:10]\[NH:11][C:12]1[CH:17]=[CH:16][CH:15]=[C:14]([F:18])[C:13]=1[I:19])/[C:4]([NH:6][CH2:7][CH2:8][CH3:9])=[O:5])#[N:2].[Cl-].[Al+3].[Cl-].[Cl-].C(OCC)(=O)C.[C@H](O)(C([O-])=O)[C@@H](O)C([O-])=O.[Na+].[K+]. The catalyst is C1(C)C=CC=CC=1. The product is [NH2:2][C:1]1[C:17]2[C:12](=[C:13]([I:19])[C:14]([F:18])=[CH:15][CH:16]=2)[N:11]=[N:10][C:3]=1[C:4]([NH:6][CH2:7][CH2:8][CH3:9])=[O:5]. The yield is 0.865. (5) The reactants are [C:1]([C:4]1[C:9](=[O:10])[C:8]([O:11][CH3:12])=[CH:7][N:6]([C:13]2[CH:18]=[CH:17][C:16]([N:19]3[CH:23]=[CH:22][CH:21]=[N:20]3)=[CH:15][C:14]=2[F:24])[N:5]=1)(=O)[CH3:2].[CH3:25]C(O)=O.[F:29][C:30]1[CH:35]=[CH:34][CH:33]=[CH:32][C:31]=1[NH:36][NH2:37]. The catalyst is COC(OC)N(C)C. The product is [F:29][C:30]1[CH:35]=[CH:34][CH:33]=[CH:32][C:31]=1[N:36]1[C:1]([C:4]2[C:9](=[O:10])[C:8]([O:11][CH3:12])=[CH:7][N:6]([C:13]3[CH:18]=[CH:17][C:16]([N:19]4[CH:23]=[CH:22][CH:21]=[N:20]4)=[CH:15][C:14]=3[F:24])[N:5]=2)=[CH:2][CH:25]=[N:37]1. The yield is 0.470.